This data is from HIV replication inhibition screening data with 41,000+ compounds from the AIDS Antiviral Screen. The task is: Binary Classification. Given a drug SMILES string, predict its activity (active/inactive) in a high-throughput screening assay against a specified biological target. (1) The drug is C[N+](C)(CCOc1ccccc1)Cc1cccs1.O=S(=O)(O)c1ccc(Cl)cc1. The result is 0 (inactive). (2) The drug is Cc1ccc2c3c(c(C)nc2c1)C(=O)c1ccccc1-3. The result is 0 (inactive).